This data is from Forward reaction prediction with 1.9M reactions from USPTO patents (1976-2016). The task is: Predict the product of the given reaction. (1) Given the reactants BrC1C=C(C=CC=1)C=O.[Br:10][C:11]1[CH:12]=[CH:13][C:14]([N+:19]([O-:21])=[O:20])=[C:15]([CH:18]=1)[CH:16]=[O:17].[N+]([O-])([O-])=O.[K+].BrC1C=C(C=CC=1)C=O, predict the reaction product. The product is: [Br:10][C:11]1[CH:12]=[CH:13][C:14]([N+:19]([O-:21])=[O:20])=[C:15]([CH:18]=1)[CH:16]=[O:17]. (2) Given the reactants [OH:1][CH2:2][CH2:3][CH2:4][O:5][C:6]1[CH:11]=[CH:10][C:9]([CH2:12][C@H:13]([O:17][CH3:18])[C:14]([OH:16])=[O:15])=[CH:8][CH:7]=1.O[C:20]1[CH:29]=[C:28]2[C:23]([C:24](=[O:36])[CH:25]=[C:26]([C:30]3[CH:35]=[CH:34][CH:33]=[CH:32][CH:31]=3)[O:27]2)=[CH:22][CH:21]=1, predict the reaction product. The product is: [CH3:18][O:17][C@@H:13]([CH2:12][C:9]1[CH:10]=[CH:11][C:6]([O:5][CH2:4][CH2:3][CH2:2][O:1][C:20]2[CH:29]=[C:28]3[C:23]([C:24](=[O:36])[CH:25]=[C:26]([C:30]4[CH:35]=[CH:34][CH:33]=[CH:32][CH:31]=4)[O:27]3)=[CH:22][CH:21]=2)=[CH:7][CH:8]=1)[C:14]([OH:16])=[O:15].